Task: Predict the product of the given reaction.. Dataset: Forward reaction prediction with 1.9M reactions from USPTO patents (1976-2016) (1) Given the reactants Br[C:2]1[C:3]([F:21])=[C:4]([F:20])[C:5]([NH:12][C:13]2[CH:18]=[CH:17][CH:16]=[CH:15][C:14]=2[F:19])=[C:6]([CH:11]=1)[C:7]([O:9][CH3:10])=[O:8].N(C(C)C)C(C)C.[Si:29]([C:33]#[CH:34])([CH3:32])([CH3:31])[CH3:30], predict the reaction product. The product is: [F:19][C:14]1[CH:15]=[CH:16][CH:17]=[CH:18][C:13]=1[NH:12][C:5]1[C:4]([F:20])=[C:3]([F:21])[C:2]([C:34]#[C:33][Si:29]([CH3:32])([CH3:31])[CH3:30])=[CH:11][C:6]=1[C:7]([O:9][CH3:10])=[O:8]. (2) Given the reactants [CH3:1][N:2]1[CH:6]=[CH:5][C:4]([C:7]2[CH:8]=[CH:9][C:10]3[NH:15][C:14](=[O:16])[CH2:13][NH:12][C:11]=3[N:17]=2)=[N:3]1.[F:18][C:19]([F:35])([F:34])[O:20][C:21]1[CH:33]=[CH:32][C:24]([O:25][CH:26]([CH2:30][CH3:31])[C:27](O)=[O:28])=[CH:23][CH:22]=1.Cl.CN(C)CCCN=C=NCC.O.ON1C2C=CC=CC=2N=N1.C(=O)([O-])O.[Na+], predict the reaction product. The product is: [CH3:1][N:2]1[CH:6]=[CH:5][C:4]([C:7]2[CH:8]=[CH:9][C:10]3[NH:15][C:14](=[O:16])[CH2:13][N:12]([C:27](=[O:28])[CH:26]([O:25][C:24]4[CH:32]=[CH:33][C:21]([O:20][C:19]([F:35])([F:34])[F:18])=[CH:22][CH:23]=4)[CH2:30][CH3:31])[C:11]=3[N:17]=2)=[N:3]1. (3) Given the reactants [CH3:1][C:2]1[C:3](=[O:8])[CH2:4][CH2:5][CH2:6][CH:7]=1.[CH3:9]C1CCCCC1=O.BrN1C(=O)CCC1=O.[Li+].[Br-], predict the reaction product. The product is: [CH2:1]([CH:2]1[CH2:7][CH2:6][CH2:5][CH2:4][C:3]1=[O:8])[CH3:9]. (4) Given the reactants [Na].[CH3:2][N:3]1[C:7]([C:8]2([C:11]#[N:12])[CH2:10][CH2:9]2)=[N:6][CH:5]=[N:4]1.[CH2:13]([OH:15])[CH3:14], predict the reaction product. The product is: [CH3:2][N:3]1[C:7]([C:8]2([C:11](=[NH:12])[O:15][CH2:13][CH3:14])[CH2:10][CH2:9]2)=[N:6][CH:5]=[N:4]1. (5) The product is: [Br:9][C:10]([CH3:15])([CH3:14])[C:11]([NH:1][C:2]1[CH:7]=[CH:6][CH:5]=[CH:4][C:3]=1[OH:8])=[O:12]. Given the reactants [NH2:1][C:2]1[CH:7]=[CH:6][CH:5]=[CH:4][C:3]=1[OH:8].[Br:9][C:10]([CH3:15])([CH3:14])[C:11](Br)=[O:12].C(N(CC)CC)C, predict the reaction product. (6) Given the reactants Br[C:2]1[CH:7]=[CH:6][C:5]([S:8]([CH3:11])(=[O:10])=[O:9])=[CH:4][C:3]=1[N+:12]([O-])=O.[C:15]([CH:17]1[CH2:19][CH2:18]1)#[CH:16].C([O-])([O-])=O.[K+].[K+].CC(=O)OCC, predict the reaction product. The product is: [CH:17]1([C:15]#[C:16][C:2]2[CH:7]=[CH:6][C:5]([S:8]([CH3:11])(=[O:10])=[O:9])=[CH:4][C:3]=2[NH2:12])[CH2:19][CH2:18]1. (7) Given the reactants I[C:2]1[CH:7]=[CH:6][C:5]([CH2:8][CH2:9][C:10]([O:12][CH3:13])=[O:11])=[CH:4][CH:3]=1.[C:14]([C:16]1[CH:21]=[CH:20][CH:19]=[CH:18][C:17]=1[O:22][CH3:23])#[CH:15], predict the reaction product. The product is: [CH3:23][O:22][C:17]1[CH:18]=[CH:19][CH:20]=[CH:21][C:16]=1[C:14]#[C:15][C:2]1[CH:7]=[CH:6][C:5]([CH2:8][CH2:9][C:10]([O:12][CH3:13])=[O:11])=[CH:4][CH:3]=1.